Dataset: Full USPTO retrosynthesis dataset with 1.9M reactions from patents (1976-2016). Task: Predict the reactants needed to synthesize the given product. (1) Given the product [C:1]([O:5][C:6]([N:8]([CH:9]1[CH:13]([F:14])[CH2:12][N:11]([C:15]([O:17][CH2:18][C:19]2[CH:24]=[CH:23][CH:22]=[CH:21][CH:20]=2)=[O:16])[CH2:10]1)[CH3:28])=[O:7])([CH3:4])([CH3:2])[CH3:3], predict the reactants needed to synthesize it. The reactants are: [C:1]([O:5][C:6]([NH:8][CH:9]1[CH:13]([F:14])[CH2:12][N:11]([C:15]([O:17][CH2:18][C:19]2[CH:24]=[CH:23][CH:22]=[CH:21][CH:20]=2)=[O:16])[CH2:10]1)=[O:7])([CH3:4])([CH3:3])[CH3:2].[H-].[Na+].I[CH3:28].[Cl-].[NH4+]. (2) Given the product [F:19][C:20]1[C:25]([F:26])=[CH:24][CH:23]=[CH:22][C:21]=1[C:27]1[CH:35]=[CH:34][CH:33]=[C:32]2[C:28]=1[C:29](=[CH:15][C:12]1[NH:11][C:8]3[CH2:9][CH2:10][N:5]([CH2:4][CH2:3][N:2]([CH3:18])[CH3:1])[C:6](=[O:17])[C:7]=3[C:13]=1[CH3:14])[C:30](=[O:36])[NH:31]2, predict the reactants needed to synthesize it. The reactants are: [CH3:1][N:2]([CH3:18])[CH2:3][CH2:4][N:5]1[CH2:10][CH2:9][C:8]2[NH:11][C:12]([CH:15]=O)=[C:13]([CH3:14])[C:7]=2[C:6]1=[O:17].[F:19][C:20]1[C:25]([F:26])=[CH:24][CH:23]=[CH:22][C:21]=1[C:27]1[CH:35]=[CH:34][CH:33]=[C:32]2[C:28]=1[CH2:29][C:30](=[O:36])[NH:31]2.